Task: Regression. Given a peptide amino acid sequence and an MHC pseudo amino acid sequence, predict their binding affinity value. This is MHC class I binding data.. Dataset: Peptide-MHC class I binding affinity with 185,985 pairs from IEDB/IMGT (1) The peptide sequence is YTPIGDNKAL. The MHC is Mamu-A01 with pseudo-sequence Mamu-A01. The binding affinity (normalized) is 1.00. (2) The peptide sequence is FPVRPQVPC. The MHC is HLA-B54:01 with pseudo-sequence HLA-B54:01. The binding affinity (normalized) is 0.613.